This data is from Reaction yield outcomes from USPTO patents with 853,638 reactions. The task is: Predict the reaction yield, written as a fraction of the theoretical maximum amount of product (1.0 means a 100% yield; for example, 0.34 means a 34% yield). (1) The reactants are C(OC([N:8]([CH2:16][C:17]1[CH:22]=[CH:21][CH:20]=[C:19]([O:23][CH2:24][C:25]2[CH:30]=[CH:29][CH:28]=[CH:27][CH:26]=2)[CH:18]=1)C(OC(C)(C)C)=O)=O)(C)(C)C.FC(F)(F)C(O)=O.C(=O)(O)[O-].[Na+]. No catalyst specified. The product is [CH2:24]([O:23][C:19]1[CH:18]=[C:17]([CH:22]=[CH:21][CH:20]=1)[CH2:16][NH2:8])[C:25]1[CH:26]=[CH:27][CH:28]=[CH:29][CH:30]=1. The yield is 0.820. (2) The yield is 0.220. The product is [CH3:9][O:8][C:7]1[N:6]=[C:5]([NH2:10])[CH:4]=[CH:3][C:2]=1[N:15]1[CH:16]=[C:12]([CH3:11])[N:13]=[CH:14]1. The reactants are Br[C:2]1[CH:3]=[CH:4][C:5]([NH2:10])=[N:6][C:7]=1[O:8][CH3:9].[CH3:11][C:12]1[N:13]=[CH:14][NH:15][CH:16]=1.C(=O)([O-])[O-].[Cs+].[Cs+]. The catalyst is CN(C=O)C.C(Cl)Cl.CO.[Cu]I.